This data is from Forward reaction prediction with 1.9M reactions from USPTO patents (1976-2016). The task is: Predict the product of the given reaction. (1) Given the reactants [ClH:1].C([S:5][CH:6]1[CH2:11][CH2:10][N:9]([CH:12]([C:18]2[CH:23]=[CH:22][CH:21]=[CH:20][C:19]=2[F:24])[C:13]([CH:15]2[CH2:17][CH2:16]2)=[O:14])[CH2:8]/[C:7]/1=[CH:25]\[C:26]1[N:30]([CH2:31][C:32]([O:34][CH3:35])=[O:33])[N:29]=[CH:28][N:27]=1)(=O)C.C(=O)([O-])[O-].[K+].[K+], predict the reaction product. The product is: [ClH:1].[CH:15]1([C:13](=[O:14])[CH:12]([N:9]2[CH2:10][CH2:11][CH:6]([SH:5])/[C:7](=[CH:25]/[C:26]3[N:30]([CH2:31][C:32]([O:34][CH3:35])=[O:33])[N:29]=[CH:28][N:27]=3)/[CH2:8]2)[C:18]2[CH:23]=[CH:22][CH:21]=[CH:20][C:19]=2[F:24])[CH2:17][CH2:16]1. (2) The product is: [CH3:5][O:6][C:7](=[O:15])[C@H:8]([CH2:13][S:14][CH2:3][CH:2]=[CH2:1])[NH:9][C:10](=[O:12])[CH3:11]. Given the reactants [CH2:1](Cl)[CH:2]=[CH2:3].[CH3:5][O:6][C:7](=[O:15])[C@H:8]([CH2:13][SH:14])[NH:9][C:10](=[O:12])[CH3:11].C([O-])([O-])=O.[K+].[K+], predict the reaction product.